Dataset: Forward reaction prediction with 1.9M reactions from USPTO patents (1976-2016). Task: Predict the product of the given reaction. Given the reactants C[O:2][C:3](=[O:18])[CH:4]([O:6][C:7]1[CH:12]=[CH:11][CH:10]=[C:9]([N:13]2[CH:17]=[N:16][N:15]=[N:14]2)[CH:8]=1)[CH3:5].[Li+].[OH-].O1CCOCC1, predict the reaction product. The product is: [N:13]1([C:9]2[CH:8]=[C:7]([CH:12]=[CH:11][CH:10]=2)[O:6][CH:4]([CH3:5])[C:3]([OH:18])=[O:2])[CH:17]=[N:16][N:15]=[N:14]1.